Task: Predict the reactants needed to synthesize the given product.. Dataset: Full USPTO retrosynthesis dataset with 1.9M reactions from patents (1976-2016) The reactants are: Cl[C:2]1[C:20]([N+:21]([O-:23])=[O:22])=[CH:19][C:18]([N+:24]([O-:26])=[O:25])=[CH:17][C:3]=1[C:4]([NH:6][CH2:7][CH:8]([O:10][CH:11]1[CH2:16][CH2:15][CH2:14][CH2:13][O:12]1)[CH3:9])=[O:5].[NH:27]([CH2:31][CH2:32][OH:33])[CH2:28][CH2:29][OH:30]. Given the product [OH:30][CH2:29][CH2:28][N:27]([CH2:31][CH2:32][OH:33])[C:2]1[C:20]([N+:21]([O-:23])=[O:22])=[CH:19][C:18]([N+:24]([O-:26])=[O:25])=[CH:17][C:3]=1[C:4]([NH:6][CH2:7][CH:8]([O:10][CH:11]1[CH2:16][CH2:15][CH2:14][CH2:13][O:12]1)[CH3:9])=[O:5], predict the reactants needed to synthesize it.